The task is: Regression. Given a peptide amino acid sequence and an MHC pseudo amino acid sequence, predict their binding affinity value. This is MHC class II binding data.. This data is from Peptide-MHC class II binding affinity with 134,281 pairs from IEDB. (1) The peptide sequence is THGIRPVVSTQLLLY. The MHC is DRB1_0404 with pseudo-sequence DRB1_0404. The binding affinity (normalized) is 0.601. (2) The peptide sequence is RVSDVSVLMKEYDVS. The MHC is DRB1_0405 with pseudo-sequence DRB1_0405. The binding affinity (normalized) is 0.325. (3) The peptide sequence is GLALSHLNAMSKVRK. The MHC is DRB3_0202 with pseudo-sequence DRB3_0202. The binding affinity (normalized) is 0.657. (4) The peptide sequence is VRSGGHDYEGLSYRS. The MHC is DRB1_0401 with pseudo-sequence DRB1_0401. The binding affinity (normalized) is 0.351.